Dataset: Catalyst prediction with 721,799 reactions and 888 catalyst types from USPTO. Task: Predict which catalyst facilitates the given reaction. (1) Reactant: [C:1]([NH:9][NH2:10])(=[O:8])[C:2]1[CH:7]=[CH:6][CH:5]=[N:4][CH:3]=1.[CH:11](O)=[O:12]. Product: [CH:11]([N:9]([C:1](=[O:8])[C:2]1[CH:7]=[CH:6][CH:5]=[N:4][CH:3]=1)[NH2:10])=[O:12]. The catalyst class is: 27. (2) Reactant: Cl[C:2]1[C:7]2[CH:8]=[C:9]([S:11]([O-:13])=[O:12])[S:10][C:6]=2[CH:5]=[CH:4][N:3]=1.[Li+].[CH2:15](Br)[C:16]1[CH:21]=[CH:20][CH:19]=[CH:18][CH:17]=1.[C:23]([O:27][C:28]([N:30]1[CH2:35][CH2:34][NH:33][CH2:32][CH2:31]1)=[O:29])([CH3:26])([CH3:25])[CH3:24]. Product: [C:23]([O:27][C:28]([N:30]1[CH2:35][CH2:34][N:33]([C:2]2[C:7]3[CH:8]=[C:9]([S:11]([CH2:15][C:16]4[CH:21]=[CH:20][CH:19]=[CH:18][CH:17]=4)(=[O:13])=[O:12])[S:10][C:6]=3[CH:5]=[CH:4][N:3]=2)[CH2:32][CH2:31]1)=[O:29])([CH3:26])([CH3:24])[CH3:25]. The catalyst class is: 10. (3) Reactant: [CH3:1][C:2]1[C:7]([O:8][C:9]2[CH:14]=[CH:13][C:12]([CH2:15][C:16]([O:18]CC)=[O:17])=[CH:11][CH:10]=2)=[CH:6][CH:5]=[CH:4][N:3]=1.[Li+].[OH-].CC(O)=O. Product: [CH3:1][C:2]1[C:7]([O:8][C:9]2[CH:14]=[CH:13][C:12]([CH2:15][C:16]([OH:18])=[O:17])=[CH:11][CH:10]=2)=[CH:6][CH:5]=[CH:4][N:3]=1. The catalyst class is: 20. (4) Reactant: [C:1]([NH:5][C:6]1[CH:7]=[C:8]([N:51]2[CH2:56][CH2:55][N:54](C(OC(C)(C)C)=O)[CH2:53][CH2:52]2)[CH:9]=[CH:10][C:11]=1[N:12](C(OC(C)(C)C)=O)[C:13]1[CH:18]=[C:17]([N:19]([CH3:43])[C:20]([N:22]([C:31]2[C:36]([Cl:37])=[C:35]([O:38][CH3:39])[CH:34]=[C:33]([O:40][CH3:41])[C:32]=2[Cl:42])COCC[Si](C)(C)C)=[O:21])[N:16]=[CH:15][N:14]=1)(=[O:4])[CH:2]=[CH2:3].C(O)(C(F)(F)F)=O.[NH4+].[OH-]. Product: [Cl:37][C:36]1[C:35]([O:38][CH3:39])=[CH:34][C:33]([O:40][CH3:41])=[C:32]([Cl:42])[C:31]=1[NH:22][C:20](=[O:21])[N:19]([C:17]1[N:16]=[CH:15][N:14]=[C:13]([NH:12][C:11]2[CH:10]=[CH:9][C:8]([N:51]3[CH2:52][CH2:53][NH:54][CH2:55][CH2:56]3)=[CH:7][C:6]=2[NH:5][C:1](=[O:4])[CH:2]=[CH2:3])[CH:18]=1)[CH3:43]. The catalyst class is: 2. (5) Reactant: [NH2:1][C:2]1[CH:30]=[CH:29][C:5]([CH2:6][C:7]2[NH:15][C:14]3[C:13](=[O:16])[N:12]([CH2:17][C:18]4[CH:23]=[CH:22][CH:21]=[CH:20][CH:19]=4)[C:11](=[O:24])[N:10]([CH2:25][CH2:26][CH2:27][CH3:28])[C:9]=3[N:8]=2)=[CH:4][CH:3]=1.CC1(C)OC(=O)[C:35]2([CH2:37][CH2:36]2)[C:34](=O)[O:33]1.[Cl-].[NH4+]. Product: [CH2:17]([N:12]1[C:13](=[O:16])[C:14]2[NH:15][C:7]([CH2:6][C:5]3[CH:4]=[CH:3][C:2]([N:1]4[CH2:37][CH2:36][CH2:35][C:34]4=[O:33])=[CH:30][CH:29]=3)=[N:8][C:9]=2[N:10]([CH2:25][CH2:26][CH2:27][CH3:28])[C:11]1=[O:24])[C:18]1[CH:23]=[CH:22][CH:21]=[CH:20][CH:19]=1. The catalyst class is: 35. (6) Reactant: [F:1][C:2]1[CH:7]=[CH:6][C:5]([F:8])=[CH:4][C:3]=1[CH:9]1[CH2:14][CH2:13][C:12](=[O:15])[CH2:11][C:10]1=[O:16].[O-]CC.[Na+].Br[CH2:22][C:23](=O)[C:24]([O:26][CH2:27]C)=[O:25].FC1C=CC(F)=CC=1C1C(=O)C2C(C(O)=O)=COC=2CC1.FC1C=CC(F)=CC=1C1C2OC=C(C(O)=O)C=2C(=O)CC1.OS(O)(=O)=O. Product: [F:1][C:2]1[CH:7]=[CH:6][C:5]([F:8])=[CH:4][C:3]=1[CH:9]1[C:10](=[O:16])[C:11]2[C:23]([C:24]([O:26][CH3:27])=[O:25])=[CH:22][O:15][C:12]=2[CH2:13][CH2:14]1. The catalyst class is: 357. (7) Reactant: [ClH:1].C(OC([N:9]1[CH2:22][CH:21]2[CH2:23][CH2:24][CH:11]([C:12]3[CH:13]=[C:14]4[C:18](=[CH:19][C:20]=32)[N:17]=[C:16]([CH3:25])[N:15]4[CH3:26])[CH2:10]1)=O)(C)(C)C. Product: [ClH:1].[CH3:25][C:16]1[N:15]([CH3:26])[C:14]2[C:18](=[CH:19][C:20]3[CH:21]4[CH2:23][CH2:24][CH:11]([C:12]=3[CH:13]=2)[CH2:10][NH:9][CH2:22]4)[N:17]=1. The catalyst class is: 258. (8) Reactant: CC([CH2:5][N:6]([CH2:10][CH2:11][N:12]1[CH:16]=[C:15]([C:17]2[CH:18]=[C:19]3[C:24](=[CH:25][CH:26]=2)[N:23]([C:27](=[O:29])[CH3:28])[C@@H:22]([CH3:30])[CH2:21][C@H:20]3[NH:31][C:32]2[CH:37]=[CH:36][CH:35]=[C:34]([F:38])[N:33]=2)[CH:14]=[N:13]1)C(=O)[O-])(C)C.FC(F)(F)C(O)=O.[ClH:46].CCOCC. The catalyst class is: 4. Product: [ClH:46].[C:27]([N:23]1[C:24]2[C:19](=[CH:18][C:17]([C:15]3[CH:14]=[N:13][N:12]([CH2:11][CH2:10][NH:6][CH3:5])[CH:16]=3)=[CH:26][CH:25]=2)[C@H:20]([NH:31][C:32]2[CH:37]=[CH:36][CH:35]=[C:34]([F:38])[N:33]=2)[CH2:21][C@@H:22]1[CH3:30])(=[O:29])[CH3:28].